This data is from Forward reaction prediction with 1.9M reactions from USPTO patents (1976-2016). The task is: Predict the product of the given reaction. (1) Given the reactants [F:1][C:2]1[CH:3]=[C:4]([C:8]2[C:17]([CH2:18][NH:19]C(=O)OC(C)(C)C)=[CH:16][C:15]3[C:10](=[C:11]([S:27]([CH3:30])(=[O:29])=[O:28])[CH:12]=[CH:13][CH:14]=3)[N:9]=2)[CH:5]=[CH:6][CH:7]=1.C(O)(C(F)(F)F)=O.Cl[C:39]1[N:47]=[CH:46][N:45]=[C:44]2[C:40]=1[NH:41][CH:42]=[N:43]2.CCN(C(C)C)C(C)C, predict the reaction product. The product is: [F:1][C:2]1[CH:3]=[C:4]([C:8]2[C:17]([CH2:18][NH:19][C:39]3[N:47]=[CH:46][N:45]=[C:44]4[C:40]=3[N:41]=[CH:42][NH:43]4)=[CH:16][C:15]3[C:10](=[C:11]([S:27]([CH3:30])(=[O:28])=[O:29])[CH:12]=[CH:13][CH:14]=3)[N:9]=2)[CH:5]=[CH:6][CH:7]=1. (2) Given the reactants [CH3:1][C:2]1([C:7]2[O:11][C:10]([CH2:12][N:13]3[CH:17]=[C:16]([NH2:18])[CH:15]=[N:14]3)=[CH:9][CH:8]=2)[O:6]CCO1.[CH3:19][O:20][CH2:21][CH2:22][C:23]1[O:24][C:25]([C:31]2[CH:36]=[CH:35][CH:34]=[CH:33][CH:32]=2)=[C:26]([C:28](O)=[O:29])[N:27]=1, predict the reaction product. The product is: [C:2]([C:7]1[O:11][C:10]([CH2:12][N:13]2[CH:17]=[C:16]([NH:18][C:28]([C:26]3[N:27]=[C:23]([CH2:22][CH2:21][O:20][CH3:19])[O:24][C:25]=3[C:31]3[CH:36]=[CH:35][CH:34]=[CH:33][CH:32]=3)=[O:29])[CH:15]=[N:14]2)=[CH:9][CH:8]=1)(=[O:6])[CH3:1]. (3) Given the reactants CS(O)(=O)=O.[CH2:6]([O:8][C:9]([C:11]1[C:20]2[C:15](=[CH:16][CH:17]=[CH:18][CH:19]=2)[C:14]([NH2:21])=[CH:13][CH:12]=1)=[O:10])[CH3:7].C(N(C(C)C)CC)(C)C.[CH3:31][O:32][C:33]1[CH:34]=[C:35]([CH:39]=[CH:40][C:41]=1[O:42][CH3:43])[C:36](Cl)=[O:37], predict the reaction product. The product is: [CH2:6]([O:8][C:9]([C:11]1[C:20]2[C:15](=[CH:16][CH:17]=[CH:18][CH:19]=2)[C:14]([NH:21][C:36](=[O:37])[C:35]2[CH:39]=[CH:40][C:41]([O:42][CH3:43])=[C:33]([O:32][CH3:31])[CH:34]=2)=[CH:13][CH:12]=1)=[O:10])[CH3:7]. (4) Given the reactants Cl[C:2]1[N:7]=[C:6]2[NH:8][N:9]=[C:10]([C:11]3[CH:16]=[C:15]([F:17])[CH:14]=[CH:13][C:12]=3[O:18][CH3:19])[C:5]2=[CH:4][N:3]=1.[NH2:20][C@H:21]1[CH2:26][CH2:25][N:24]([S:27]([CH3:30])(=[O:29])=[O:28])[CH2:23][C@@H:22]1O, predict the reaction product. The product is: [F:17][C:15]1[CH:14]=[CH:13][C:12]([O:18][CH3:19])=[C:11]([C:10]2[C:5]3[C:6](=[N:7][C:2]([NH:20][CH:21]4[CH2:26][CH2:25][N:24]([S:27]([CH3:30])(=[O:29])=[O:28])[CH2:23][CH2:22]4)=[N:3][CH:4]=3)[NH:8][N:9]=2)[CH:16]=1. (5) Given the reactants [CH:1]([NH2:14])(C1C=CC=CC=1)C1C=CC=CC=1.[CH2:15]([Mg]Br)[CH:16]=[CH2:17].B1C2CCC[CH:21]1CCC2.[C:29]([O-:32])(O)=[O:30].[Na+].C([O-])([O-])=O.[K+].[K+].[CH3:40][N:41]([CH:43]=O)C, predict the reaction product. The product is: [C:16]([O:32][C:29]([N:41]1[CH2:43][CH:1]([NH2:14])[CH2:40]1)=[O:30])([CH3:17])([CH3:21])[CH3:15]. (6) Given the reactants [N+:1]([C:4]1[CH:5]=[C:6]([C:9]([O:11][CH2:12][CH3:13])=[O:10])[NH:7][CH:8]=1)([O-:3])=[O:2].[H-].[Na+].[CH2:16](Br)[C:17]1[CH:22]=[CH:21][CH:20]=[CH:19][CH:18]=1.O, predict the reaction product. The product is: [CH2:16]([N:7]1[CH:8]=[C:4]([N+:1]([O-:3])=[O:2])[CH:5]=[C:6]1[C:9]([O:11][CH2:12][CH3:13])=[O:10])[C:17]1[CH:22]=[CH:21][CH:20]=[CH:19][CH:18]=1.